This data is from Full USPTO retrosynthesis dataset with 1.9M reactions from patents (1976-2016). The task is: Predict the reactants needed to synthesize the given product. (1) Given the product [F:20][C:4]1[C:3]2[NH:21][C:22]([C:24]3[O:25][C:26]([NH:29][C:30]4[CH:35]=[CH:34][C:33]([F:36])=[CH:32][CH:31]=4)=[N:27][N:28]=3)=[N:1][C:2]=2[CH:19]=[CH:18][C:5]=1[O:6][C@@H:7]1[CH2:12][CH2:11][C@H:10]([C:13]([O:15][CH2:16][CH3:17])=[O:14])[CH2:9][CH2:8]1, predict the reactants needed to synthesize it. The reactants are: [NH2:1][C:2]1[CH:19]=[CH:18][C:5]([O:6][C@@H:7]2[CH2:12][CH2:11][C@H:10]([C:13]([O:15][CH2:16][CH3:17])=[O:14])[CH2:9][CH2:8]2)=[C:4]([F:20])[C:3]=1[NH:21][C:22]([C:24]1[O:25][C:26]([NH:29][C:30]2[CH:35]=[CH:34][C:33]([F:36])=[CH:32][CH:31]=2)=[N:27][N:28]=1)=O.C(O)(=O)C. (2) Given the product [Br:13][C:14]1[CH:15]=[CH:16][C:17]([CH3:36])=[C:18]([C:20]2[C:21](=[O:35])[NH:22][C:23]3([CH2:24][CH2:25][C:26](=[O:27])[CH2:31][CH2:32]3)[C:33]=2[OH:34])[CH:19]=1, predict the reactants needed to synthesize it. The reactants are: O.C1(C)C=CC(S(O)(=O)=O)=CC=1.[Br:13][C:14]1[CH:15]=[CH:16][C:17]([CH3:36])=[C:18]([C:20]2[C:21](=[O:35])[NH:22][C:23]3([C:33]=2[OH:34])[CH2:32][CH2:31][C:26]2(OCC[O:27]2)[CH2:25][CH2:24]3)[CH:19]=1. (3) Given the product [OH:1][C:2]1(/[CH:17]=[CH:18]/[C:19](/[CH2:26][CH2:27][CH3:28])=[CH:20]\[C:21]([O:23][CH2:24][CH3:25])=[O:22])[C:13]([CH3:14])([CH3:15])[CH2:12][C:5]2([O:9][CH:8]([CH3:10])[CH:7]([CH3:11])[O:6]2)[CH:4]=[C:3]1[CH3:16], predict the reactants needed to synthesize it. The reactants are: [OH:1][C:2]1([C:17]#[C:18]/[C:19](/[CH2:26][CH2:27][CH3:28])=[CH:20]\[C:21]([O:23][CH2:24][CH3:25])=[O:22])[C:13]([CH3:15])([CH3:14])[CH2:12][C:5]2([O:9][CH:8]([CH3:10])[CH:7]([CH3:11])[O:6]2)[CH:4]=[C:3]1[CH3:16].ClCCl.C(O[SiH](OCC)OCC)C.[F-].C([N+](CCCC)(CCCC)CCCC)CCC. (4) Given the product [F:1][C:2]1[CH:7]=[CH:6][C:5]([C:8]2([C:18]3[CH:19]=[CH:20][C:21]([F:24])=[CH:22][CH:23]=3)[CH2:12][CH2:11][N:10]([CH2:13][C:14]([NH:47][C:48]3[CH:55]=[CH:54][C:51]([C:52]#[N:53])=[CH:50][N:49]=3)=[O:16])[C:9]2=[O:17])=[CH:4][CH:3]=1, predict the reactants needed to synthesize it. The reactants are: [F:1][C:2]1[CH:7]=[CH:6][C:5]([C:8]2([C:18]3[CH:23]=[CH:22][C:21]([F:24])=[CH:20][CH:19]=3)[CH2:12][CH2:11][N:10]([CH2:13][C:14]([OH:16])=O)[C:9]2=[O:17])=[CH:4][CH:3]=1.O=C1C(C2C=CC=CC=2)(C2C=CC=CC=2)CCN1CC(O)=O.[NH2:47][C:48]1[CH:55]=[CH:54][C:51]([C:52]#[N:53])=[CH:50][N:49]=1.FC(F)(F)C1C=CC(N)=NC=1. (5) Given the product [NH2:1][C:2]1[CH:10]=[CH:9][C:5]([C:6]([NH:35][C:31]([CH3:34])([CH3:33])[CH3:32])=[O:8])=[CH:4][C:3]=1[Cl:11], predict the reactants needed to synthesize it. The reactants are: [NH2:1][C:2]1[CH:10]=[CH:9][C:5]([C:6]([OH:8])=O)=[CH:4][C:3]=1[Cl:11].C1C=CC2N(O)N=NC=2C=1.C(N(C(C)C)CC)(C)C.[C:31]([NH2:35])([CH3:34])([CH3:33])[CH3:32].